From a dataset of Full USPTO retrosynthesis dataset with 1.9M reactions from patents (1976-2016). Predict the reactants needed to synthesize the given product. (1) Given the product [CH3:27][O:28][C:29](=[O:45])[C:30]1[CH:35]=[CH:34][C:33]([O:36][C:37]2[CH:42]=[CH:41][C:40]([CH2:43][Br:1])=[CH:39][CH:38]=2)=[CH:32][CH:31]=1, predict the reactants needed to synthesize it. The reactants are: [Br:1]Br.C1(P(C2C=CC=CC=2)C2C=CC=CC=2)C=CC=CC=1.N1C=CN=C1.[CH3:27][O:28][C:29](=[O:45])[C:30]1[CH:35]=[CH:34][C:33]([O:36][C:37]2[CH:42]=[CH:41][C:40]([CH2:43]O)=[CH:39][CH:38]=2)=[CH:32][CH:31]=1.C(=O)(O)[O-].[Na+]. (2) Given the product [CH3:49][O:24][C:22]([C:21]1[CH:20]=[C:19]([C:18]2[O:33][N:43]=[C:41]([C:36]3[CH:35]=[CH:4][CH:3]=[CH:1][N:2]=3)[N:17]=2)[CH:27]=[C:26]([O:28][C:29]([F:30])([F:31])[F:32])[CH:25]=1)=[O:23], predict the reactants needed to synthesize it. The reactants are: [C:1]([C:3]1[CH:4]=C(C=C(OC(F)(F)F)C=1)C(O)=O)#[N:2].[NH:17]=[C:18]([O:33]C)[C:19]1[CH:20]=[C:21]([CH:25]=[C:26]([O:28][C:29]([F:32])([F:31])[F:30])[CH:27]=1)[C:22]([OH:24])=[O:23].[C:35](Cl)(=O)[C:36](Cl)=O.[CH2:41]([N:43](CC)CC)C.Cl[CH2:49]Cl. (3) Given the product [CH3:27][NH:28][C:4]([CH2:6][C:7]1[C:16]2[C:11](=[CH:12][C:13]([O:17][CH2:18][C:19]3[CH:24]=[CH:23][CH:22]=[C:21]([Cl:25])[CH:20]=3)=[CH:14][CH:15]=2)[O:10][C:9](=[O:26])[CH:8]=1)=[O:3], predict the reactants needed to synthesize it. The reactants are: C([O:3][C:4]([CH2:6][C:7]1[C:16]2[C:11](=[CH:12][C:13]([O:17][CH2:18][C:19]3[CH:24]=[CH:23][CH:22]=[C:21]([Cl:25])[CH:20]=3)=[CH:14][CH:15]=2)[O:10][C:9](=[O:26])[CH:8]=1)=O)C.[CH3:27][NH2:28]. (4) Given the product [C:19]([C:2]1[CH:10]=[CH:9][N:8]=[C:7]2[NH:6][CH:5]=[CH:4][C:3]=12)(=[O:21])[CH3:20], predict the reactants needed to synthesize it. The reactants are: Br[C:2]1[CH:10]=[CH:9][N:8]=[C:7]2[C:3]=1[CH:4]=[CH:5][NH:6]2.[Li]CCCC.CON(C)[C:19](=[O:21])[CH3:20].